From a dataset of Peptide-MHC class II binding affinity with 134,281 pairs from IEDB. Regression. Given a peptide amino acid sequence and an MHC pseudo amino acid sequence, predict their binding affinity value. This is MHC class II binding data. (1) The peptide sequence is PRFLWQPKRECHF. The MHC is DRB4_0101 with pseudo-sequence DRB4_0103. The binding affinity (normalized) is 0.298. (2) The peptide sequence is GKIILVAVHVASGYI. The MHC is DRB1_1201 with pseudo-sequence DRB1_1201. The binding affinity (normalized) is 0.230. (3) The peptide sequence is FGPASFARIETAFAN. The MHC is DRB5_0101 with pseudo-sequence DRB5_0101. The binding affinity (normalized) is 0.486. (4) The peptide sequence is SVAYKAAVGATPEAK. The MHC is HLA-DQA10501-DQB10201 with pseudo-sequence HLA-DQA10501-DQB10201. The binding affinity (normalized) is 0.263. (5) The peptide sequence is EKKYFAATQFEPLAS. The MHC is HLA-DQA10301-DQB10302 with pseudo-sequence HLA-DQA10301-DQB10302. The binding affinity (normalized) is 0.161. (6) The peptide sequence is SCSYKIGHHVELQHI. The MHC is DRB1_0101 with pseudo-sequence DRB1_0101. The binding affinity (normalized) is 0.569. (7) The peptide sequence is NSVVQALTSLGLLYT. The MHC is DRB1_1101 with pseudo-sequence DRB1_1101. The binding affinity (normalized) is 0.450.